From a dataset of Forward reaction prediction with 1.9M reactions from USPTO patents (1976-2016). Predict the product of the given reaction. (1) Given the reactants [CH3:1][NH:2][S:3]([C:6]1[CH:11]=[CH:10][C:9]([NH2:12])=[CH:8][CH:7]=1)(=[O:5])=[O:4].Cl.CCOCC.[N:19]#CN.C[N:23]([CH3:35])[CH:24]=[CH:25][C:26]([C:28]1[N:32]([CH3:33])[C:31]([CH3:34])=[N:30][CH:29]=1)=O.C[O-].[Na+].C(=O)([O-])O.[Na+], predict the reaction product. The product is: [CH3:33][N:32]1[C:28]([C:26]2[CH:25]=[CH:24][N:23]=[C:35]([NH:12][C:9]3[CH:10]=[CH:11][C:6]([S:3](=[O:4])(=[O:5])[NH:2][CH3:1])=[CH:7][CH:8]=3)[N:19]=2)=[CH:29][N:30]=[C:31]1[CH3:34]. (2) Given the reactants Cl[C:2]([O:4][CH3:5])=[O:3].[Cl:6][C:7]1[CH:12]=[CH:11][CH:10]=[CH:9][C:8]=1[C:13]1[N:14]([CH2:30][CH2:31][NH2:32])[C:15]2[C:20]([N:21]=1)=[C:19]([N:22]1[CH2:27][CH2:26][N:25]([CH3:28])[CH2:24][CH2:23]1)[N:18]=[C:17]([CH3:29])[N:16]=2.N1C=CC=CC=1, predict the reaction product. The product is: [Cl:6][C:7]1[CH:12]=[CH:11][CH:10]=[CH:9][C:8]=1[C:13]1[N:14]([CH2:30][CH2:31][NH:32][C:2](=[O:3])[O:4][CH3:5])[C:15]2[C:20]([N:21]=1)=[C:19]([N:22]1[CH2:23][CH2:24][N:25]([CH3:28])[CH2:26][CH2:27]1)[N:18]=[C:17]([CH3:29])[N:16]=2. (3) Given the reactants CO[C:3]([C:5]1([CH3:28])[CH2:17][C:16]2[C:15]3[C:10](=[CH:11][CH:12]=[C:13]([O:18][CH2:19][CH3:20])[CH:14]=3)[NH:9][C:8]=2[CH:7]([C:21]2[CH:26]=[CH:25][CH:24]=[C:23]([OH:27])[CH:22]=2)[NH:6]1)=[O:4].[Br:29][CH2:30][CH2:31][N:32]=[C:33]=[O:34], predict the reaction product. The product is: [Br:29][CH2:30][CH2:31][N:32]1[C:33](=[O:34])[N:6]2[CH:7]([C:21]3[CH:26]=[CH:25][CH:24]=[C:23]([OH:27])[CH:22]=3)[C:8]3[NH:9][C:10]4[C:15]([C:16]=3[CH2:17][C:5]2([CH3:28])[C:3]1=[O:4])=[CH:14][C:13]([O:18][CH2:19][CH3:20])=[CH:12][CH:11]=4. (4) Given the reactants [CH3:1][C:2]1[CH:7]=[N:6][N:5]2[CH:8]=[CH:9][N:10]=[C:4]2[CH:3]=1.C([O-])(=O)C.[Na+].[Br:16]Br, predict the reaction product. The product is: [Br:16][C:8]1[N:5]2[N:6]=[CH:7][C:2]([CH3:1])=[CH:3][C:4]2=[N:10][CH:9]=1. (5) Given the reactants [OH:1][C:2]1[CH:9]=[CH:8][C:5]([CH:6]=O)=[CH:4][CH:3]=1.[S:10]1[CH2:14][C:13](=[O:15])[NH:12][C:11]1=[O:16].CO.O, predict the reaction product. The product is: [CH:4]1[C:5](/[CH:6]=[C:14]2\[C:13]([NH:12][C:11]([S:10]\2)=[O:16])=[O:15])=[CH:8][CH:9]=[C:2]([OH:1])[CH:3]=1. (6) Given the reactants Cl[C:2]1[CH:3]=[CH:4][C:5]2[O:21][CH2:20][N:8]3[C:9]4[CH:10]=[CH:11][CH:12]=[C:13]([C:16]([O:18][CH3:19])=[O:17])[C:14]=4[CH:15]=[C:7]3[C:6]=2[N:22]=1.[F:23][C:24]1[CH:29]=[CH:28][C:27]([C:30]2[O:31][C:32]3[CH:42]=[C:41]([N:43]([CH3:48])[S:44]([CH3:47])(=[O:46])=[O:45])[C:40](B4OC(C)(C)C(C)(C)O4)=[CH:39][C:33]=3[C:34]=2[C:35]([NH:37][CH3:38])=[O:36])=[CH:26][CH:25]=1.CC(C1C=C(C(C)C)C(C2C=CC=CC=2P(C2CCCCC2)C2CCCCC2)=C(C(C)C)C=1)C.[O-]P([O-])([O-])=O.[K+].[K+].[K+], predict the reaction product. The product is: [F:23][C:24]1[CH:29]=[CH:28][C:27]([C:30]2[O:31][C:32]3[CH:42]=[C:41]([N:43]([CH3:48])[S:44]([CH3:47])(=[O:45])=[O:46])[C:40]([C:2]4[CH:3]=[CH:4][C:5]5[O:21][CH2:20][N:8]6[C:9]7[CH:10]=[CH:11][CH:12]=[C:13]([C:16]([O:18][CH3:19])=[O:17])[C:14]=7[CH:15]=[C:7]6[C:6]=5[N:22]=4)=[CH:39][C:33]=3[C:34]=2[C:35](=[O:36])[NH:37][CH3:38])=[CH:26][CH:25]=1. (7) Given the reactants C(C1C=CC(C2ON=C3C4C(CCC=23)=CC(C=C)=CC=4)=CC=1C(F)(F)F)C(C)C.[CH:30]([C:32]1[CH:33]=[C:34]2[C:39](=[CH:40][CH:41]=1)[C:38](=[N:42][OH:43])[CH2:37][CH2:36][CH2:35]2)=[CH2:31].[CH2:44]([O:46][C:47]1[CH:48]=[C:49]([CH:54]=[CH:55][C:56]=1[O:57][CH2:58][CH3:59])[C:50](OC)=O)[CH3:45], predict the reaction product. The product is: [CH2:44]([O:46][C:47]1[CH:48]=[C:49]([C:50]2[O:43][N:42]=[C:38]3[C:39]4[C:34]([CH2:35][CH2:36][C:37]=23)=[CH:33][C:32]([CH:30]=[CH2:31])=[CH:41][CH:40]=4)[CH:54]=[CH:55][C:56]=1[O:57][CH2:58][CH3:59])[CH3:45]. (8) Given the reactants [I:1][C:2]1[CH:3]=[C:4]([NH:10]N)[CH:5]=[C:6]([I:9])[C:7]=1[I:8].[CH3:12][CH:13]([C:22](=O)[CH3:23])[CH2:14][CH2:15][CH2:16][CH2:17][CH2:18][C:19]([OH:21])=[O:20], predict the reaction product. The product is: [I:1][C:2]1[C:7]([I:8])=[C:6]([I:9])[CH:5]=[C:4]2[C:3]=1[C:13]([CH2:14][CH2:15][CH2:16][CH2:17][CH2:18][C:19]([OH:21])=[O:20])([CH3:12])[C:22]([CH3:23])=[N:10]2. (9) Given the reactants [C:1]([O:5][C:6]([N:8]1[CH2:13][CH2:12][CH:11]([CH2:14][O:15][CH2:16][C@H:17]([NH2:24])[C:18]2[CH:23]=[CH:22][CH:21]=[CH:20][CH:19]=2)[CH2:10][CH2:9]1)=[O:7])([CH3:4])([CH3:3])[CH3:2].[CH3:25][C:26]1[C:34]2[C:29](=[CH:30][C:31]([C:35](O)=[O:36])=[CH:32][CH:33]=2)[NH:28][CH:27]=1, predict the reaction product. The product is: [C:1]([O:5][C:6]([N:8]1[CH2:13][CH2:12][CH:11]([CH2:14][O:15][CH2:16][C@H:17]([NH:24][C:35]([C:31]2[CH:30]=[C:29]3[C:34]([C:26]([CH3:25])=[CH:27][NH:28]3)=[CH:33][CH:32]=2)=[O:36])[C:18]2[CH:23]=[CH:22][CH:21]=[CH:20][CH:19]=2)[CH2:10][CH2:9]1)=[O:7])([CH3:4])([CH3:2])[CH3:3].